The task is: Predict the reactants needed to synthesize the given product.. This data is from Full USPTO retrosynthesis dataset with 1.9M reactions from patents (1976-2016). (1) Given the product [C:1]([O:5][C:6](=[O:16])[NH:7][C@H:8]1[CH2:13][CH2:12][C@@H:11]([CH2:14][NH:48][C:49]([O:51][CH2:52][C:30]2[CH:31]=[CH:32][CH:33]=[CH:34][CH:35]=2)=[O:50])[CH2:10][CH2:9]1)([CH3:4])([CH3:3])[CH3:2], predict the reactants needed to synthesize it. The reactants are: [C:1]([O:5][C:6](=[O:16])[NH:7][C@H:8]1[CH2:13][CH2:12][C@@H:11]([CH2:14]O)[CH2:10][CH2:9]1)([CH3:4])([CH3:3])[CH3:2].[C:30]1(P([C:30]2[CH:35]=[CH:34][CH:33]=[CH:32][CH:31]=2)[C:30]2[CH:35]=[CH:34][CH:33]=[CH:32][CH:31]=2)[CH:35]=[CH:34][CH:33]=[CH:32][CH:31]=1.C1(=O)NC(=O)C2=CC=CC=C12.[N:48]([C:49]([O:51][CH2:52]C)=[O:50])=[N:48][C:49]([O:51][CH2:52]C)=[O:50].O.NN.C(N(CC)CC)C.C([O-])(O)=O.[Na+]. (2) Given the product [CH3:13][N:14]([C:22]1[CH:27]=[CH:26][CH:25]=[C:24]([N:28]2[CH2:29][CH2:30][N:31]([CH3:34])[CH2:32][CH2:33]2)[CH:23]=1)[C:15]1[CH:16]=[CH:17][C:18]([O:21][C:2]2[N:3]=[C:4]([OH:12])[C:5]3[CH:11]=[CH:10][N:9]=[CH:8][C:6]=3[N:7]=2)=[CH:19][CH:20]=1, predict the reactants needed to synthesize it. The reactants are: Cl[C:2]1[N:3]=[C:4]([OH:12])[C:5]2[CH:11]=[CH:10][N:9]=[CH:8][C:6]=2[N:7]=1.[CH3:13][N:14]([C:22]1[CH:27]=[CH:26][CH:25]=[C:24]([N:28]2[CH2:33][CH2:32][N:31]([CH3:34])[CH2:30][CH2:29]2)[CH:23]=1)[C:15]1[CH:20]=[CH:19][C:18]([OH:21])=[CH:17][CH:16]=1.C([O-])([O-])=O.[Cs+].[Cs+].